Dataset: TCR-epitope binding with 47,182 pairs between 192 epitopes and 23,139 TCRs. Task: Binary Classification. Given a T-cell receptor sequence (or CDR3 region) and an epitope sequence, predict whether binding occurs between them. The epitope is YVLDHLIVV. Result: 0 (the TCR does not bind to the epitope). The TCR CDR3 sequence is CASRNELLQGKASNTGELFF.